The task is: Predict which catalyst facilitates the given reaction.. This data is from Catalyst prediction with 721,799 reactions and 888 catalyst types from USPTO. (1) Reactant: [H][H].Cl[C:4]1[NH:5][CH:6]=[CH:7][N:8]=1.Br[C:10]1[N:11]=[CH:12][NH:13][CH:14]=1.[NH2:15][CH2:16][C:17]([OH:19])=[O:18]. Product: [NH:8]1[CH:7]=[CH:6][N:5]=[C:4]1[NH:15][CH2:16][C:17]([OH:19])=[O:18].[NH:13]1[CH:14]=[C:10]([NH:15][CH2:16][C:17]([OH:19])=[O:18])[N:11]=[CH:12]1. The catalyst class is: 6. (2) Reactant: O1CCCC1.[H-].[Na+].[O:8]1[C:12]2[CH:13]=[CH:14][C:15]([C:17]3[C:18]([O:36][CH2:37][CH2:38][OH:39])=[N:19][N:20]([CH3:35])[C:21]=3[NH:22][S:23]([C:26]3[CH:31]=[CH:30][C:29]([CH:32]([CH3:34])[CH3:33])=[CH:28][N:27]=3)(=[O:25])=[O:24])=[CH:16][C:11]=2[O:10][CH2:9]1.[Cl:40][C:41]1[CH:42]=[N:43][C:44](S(C)(=O)=O)=[N:45][CH:46]=1. Product: [O:8]1[C:12]2[CH:13]=[CH:14][C:15]([C:17]3[C:18]([O:36][CH2:37][CH2:38][O:39][C:44]4[N:45]=[CH:46][C:41]([Cl:40])=[CH:42][N:43]=4)=[N:19][N:20]([CH3:35])[C:21]=3[NH:22][S:23]([C:26]3[CH:31]=[CH:30][C:29]([CH:32]([CH3:34])[CH3:33])=[CH:28][N:27]=3)(=[O:25])=[O:24])=[CH:16][C:11]=2[O:10][CH2:9]1. The catalyst class is: 44. (3) Reactant: N1C=CC=CC=1.FC(F)(F)S([O:12][S:13]([C:16]([F:19])([F:18])[F:17])(=[O:15])=[O:14])(=O)=O.[CH2:22]([C:24]([C:49]1[CH:54]=[CH:53][C:52](O)=[C:51]([CH3:56])[CH:50]=1)([C:27]1[CH:32]=[CH:31][C:30](/[CH:33]=[CH:34]/[C:35]([O:44][CH2:45][O:46][CH3:47])([C:40]([F:43])([F:42])[F:41])[C:36]([F:39])([F:38])[F:37])=[C:29]([CH3:48])[CH:28]=1)[CH2:25][CH3:26])[CH3:23].C(=O)(O)[O-].[Na+]. Product: [CH2:22]([C:24]([C:49]1[CH:54]=[CH:53][C:52]([O:12][S:13]([C:16]([F:17])([F:18])[F:19])(=[O:14])=[O:15])=[C:51]([CH3:56])[CH:50]=1)([C:27]1[CH:32]=[CH:31][C:30](/[CH:33]=[CH:34]/[C:35]([O:44][CH2:45][O:46][CH3:47])([C:40]([F:42])([F:43])[F:41])[C:36]([F:38])([F:39])[F:37])=[C:29]([CH3:48])[CH:28]=1)[CH2:25][CH3:26])[CH3:23]. The catalyst class is: 4. (4) Reactant: C(O)(=O)C.[N:5]1([C:14]2([CH2:19][C:20]([NH2:22])=[NH:21])[CH2:18][CH2:17][CH2:16][CH2:15]2)[C:9]2=[N:10][CH:11]=[CH:12][CH:13]=[C:8]2[CH:7]=[CH:6]1.[C:23]([O:27][C:28](=[O:43])/[C:29](/O)=[C:30](\[O:34][CH2:35][C:36]1[CH:41]=[CH:40][CH:39]=[CH:38][CH:37]=1)/[C:31](O)=[O:32])([CH3:26])([CH3:25])[CH3:24].C[O-].[Na+].C(OCC)(=O)C. Product: [C:23]([O:27][C:28]([C:29]1[C:30]([O:34][CH2:35][C:36]2[CH:41]=[CH:40][CH:39]=[CH:38][CH:37]=2)=[C:31]([OH:32])[N:22]=[C:20]([CH2:19][C:14]2([N:5]3[C:9]4=[N:10][CH:11]=[CH:12][CH:13]=[C:8]4[CH:7]=[CH:6]3)[CH2:18][CH2:17][CH2:16][CH2:15]2)[N:21]=1)=[O:43])([CH3:26])([CH3:24])[CH3:25]. The catalyst class is: 5. (5) Reactant: [O:1]1[CH2:6][CH2:5][CH:4]([NH2:7])[CH2:3][CH2:2]1.C(N(CC)CC)C.[Cl:15][C:16]1[N:20]2[N:21]=[C:22](Cl)[CH:23]=[CH:24][C:19]2=[N:18][N:17]=1.O. Product: [Cl:15][C:16]1[N:20]2[N:21]=[C:22]([NH:7][CH:4]3[CH2:5][CH2:6][O:1][CH2:2][CH2:3]3)[CH:23]=[CH:24][C:19]2=[N:18][N:17]=1. The catalyst class is: 9. (6) Reactant: [CH2:1]([CH2:6][NH2:7])[CH2:2][C:3](O)=[O:4].[P:8]([OH:11])([OH:10])[OH:9].[P:12](=O)([OH:15])([OH:14])[OH:13].P(Cl)(Cl)(Cl)=O. Product: [CH2:1]([CH2:6][NH2:7])[CH2:2][C:3]([P:12]([OH:15])([OH:14])=[O:13])([P:8]([OH:11])([OH:10])=[O:9])[OH:4]. The catalyst class is: 226. (7) Reactant: [Br:1][C:2]1[C:3]([CH3:14])=[C:4]([Cl:13])[CH:5]=[C:6]([CH:10](Cl)[CH3:11])[C:7]=1[O:8][CH3:9].[I:15][C:16]1[C:24]2[C:19](=[N:20][CH:21]=[N:22][C:23]=2[NH2:25])[NH:18][N:17]=1.C(=O)([O-])[O-].[Cs+].[Cs+].[I-].[K+]. Product: [Br:1][C:2]1[C:7]([O:8][CH3:9])=[C:6]([CH:10]([N:18]2[C:19]3=[N:20][CH:21]=[N:22][C:23]([NH2:25])=[C:24]3[C:16]([I:15])=[N:17]2)[CH3:11])[CH:5]=[C:4]([Cl:13])[C:3]=1[CH3:14]. The catalyst class is: 9.